From a dataset of Catalyst prediction with 721,799 reactions and 888 catalyst types from USPTO. Predict which catalyst facilitates the given reaction. (1) Reactant: [CH3:1][O:2][CH2:3][O:4][C:5]1[CH:10]=[CH:9][C:8]([CH2:11][C@H:12]([NH2:16])[CH2:13][O:14][CH3:15])=[CH:7][CH:6]=1.[O:17]([CH2:24][C@H:25]1[O:27][CH2:26]1)[C:18]1[CH:23]=[CH:22][CH:21]=[CH:20][CH:19]=1. Product: [CH3:1][O:2][CH2:3][O:4][C:5]1[CH:10]=[CH:9][C:8]([CH2:11][C@H:12]([NH:16][CH2:26][C@H:25]([OH:27])[CH2:24][O:17][C:18]2[CH:23]=[CH:22][CH:21]=[CH:20][CH:19]=2)[CH2:13][O:14][CH3:15])=[CH:7][CH:6]=1. The catalyst class is: 8. (2) Reactant: [N+:1]([C:4]1[CH:5]=[C:6]([C@H:18]([OH:21])[CH2:19][Br:20])[CH:7]=[CH:8][C:9]=1[O:10][CH2:11][C:12]1[CH:17]=[CH:16][CH:15]=[CH:14][CH:13]=1)([O-])=O.C1COCC1. Product: [NH2:1][C:4]1[CH:5]=[C:6]([C@H:18]([OH:21])[CH2:19][Br:20])[CH:7]=[CH:8][C:9]=1[O:10][CH2:11][C:12]1[CH:17]=[CH:16][CH:15]=[CH:14][CH:13]=1. The catalyst class is: 11. (3) Reactant: C(O[BH-](OC(=O)C)OC(=O)C)(=O)C.[Na+].[NH2:15][C@H:16]([CH:25]([CH3:27])[CH3:26])[C:17]([NH:19][CH:20]1[CH2:24][CH2:23][CH2:22][CH2:21]1)=[O:18].[CH:28]([C:30]1[CH:35]=[CH:34][N:33]=[C:32]2[N:36]([C:43]([O:45][C:46]([CH3:49])([CH3:48])[CH3:47])=[O:44])[CH:37]=[C:38]([C:39]([O:41][CH3:42])=[O:40])[C:31]=12)=O. Product: [CH:20]1([NH:19][C:17](=[O:18])[C@H:16]([NH:15][CH2:28][C:30]2[CH:35]=[CH:34][N:33]=[C:32]3[N:36]([C:43]([O:45][C:46]([CH3:49])([CH3:48])[CH3:47])=[O:44])[CH:37]=[C:38]([C:39]([O:41][CH3:42])=[O:40])[C:31]=23)[CH:25]([CH3:27])[CH3:26])[CH2:24][CH2:23][CH2:22][CH2:21]1. The catalyst class is: 478. (4) Reactant: [OH-:1].[Na+].[CH3:3][CH:4]([CH3:10])[C:5](=O)[CH2:6][C:7]#[N:8].S(O)(O)(=O)=O.[NH2:16]O. Product: [CH:4]([C:5]1[CH:6]=[C:7]([NH2:8])[O:1][N:16]=1)([CH3:10])[CH3:3]. The catalyst class is: 97. (5) Reactant: [Br:1][C:2]1[CH:7]=[CH:6][C:5]([OH:8])=[CH:4][CH:3]=1.C(=O)([O-])[O-].[K+].[K+].[CH2:15](Br)[CH2:16][CH2:17][CH2:18][CH2:19][CH3:20]. Product: [Br:1][C:2]1[CH:7]=[CH:6][C:5]([O:8][CH2:15][CH2:16][CH2:17][CH2:18][CH2:19][CH3:20])=[CH:4][CH:3]=1. The catalyst class is: 21. (6) Reactant: [NH:1]1[CH2:6][CH2:5][CH:4]([CH2:7][OH:8])[CH2:3][CH2:2]1.C(N(C(C)C)CC)(C)C.[C:18]([O:22][C:23](O[C:23]([O:22][C:18]([CH3:21])([CH3:20])[CH3:19])=[O:24])=[O:24])([CH3:21])([CH3:20])[CH3:19]. Product: [C:18]([O:22][C:23]([N:1]1[CH2:6][CH2:5][CH:4]([CH2:7][OH:8])[CH2:3][CH2:2]1)=[O:24])([CH3:21])([CH3:20])[CH3:19]. The catalyst class is: 2. (7) Reactant: [C:1]1([CH2:7][CH2:8][CH2:9][CH:10](O)[CH:11]=[CH2:12])[CH:6]=[CH:5][CH:4]=[CH:3][CH:2]=1.[C:14]1(=[O:24])[NH:18][C:17](=[O:19])[C:16]2=[CH:20][CH:21]=[CH:22][CH:23]=[C:15]12.C1C=CC(P(C2C=CC=CC=2)C2C=CC=CC=2)=CC=1.CCOC(/N=N/C(OCC)=O)=O. Product: [C:1]1([CH2:7][CH2:8][CH2:9][CH:10]([N:18]2[C:14](=[O:24])[C:15]3[C:16](=[CH:20][CH:21]=[CH:22][CH:23]=3)[C:17]2=[O:19])[CH:11]=[CH2:12])[CH:6]=[CH:5][CH:4]=[CH:3][CH:2]=1. The catalyst class is: 1. (8) Product: [NH2:1][C:2]1[N:7]=[C:6]([NH:8][C@H:9]([C:11]2[N:12]([C:28]3[CH:33]=[CH:32][CH:31]=[CH:30][CH:29]=3)[C:13](=[O:27])[C:14]3[C:19]([CH:20]=2)=[CH:18][CH:17]=[CH:16][C:15]=3[C:21]2[CH:22]=[N:23][N:24]([CH3:26])[CH:25]=2)[CH3:10])[C:5]([C:34]([NH2:35])=[O:39])=[CH:4][N:3]=1. The catalyst class is: 164. Reactant: [NH2:1][C:2]1[N:7]=[C:6]([NH:8][C@H:9]([C:11]2[N:12]([C:28]3[CH:33]=[CH:32][CH:31]=[CH:30][CH:29]=3)[C:13](=[O:27])[C:14]3[C:19]([CH:20]=2)=[CH:18][CH:17]=[CH:16][C:15]=3[C:21]2[CH:22]=[N:23][N:24]([CH3:26])[CH:25]=2)[CH3:10])[C:5]([C:34]#[N:35])=[CH:4][N:3]=1.C(=N[OH:39])C.C1(P(C2C=CC=CC=2)C2C=CC=CC=2)C=CC=CC=1.